This data is from Peptide-MHC class I binding affinity with 185,985 pairs from IEDB/IMGT. The task is: Regression. Given a peptide amino acid sequence and an MHC pseudo amino acid sequence, predict their binding affinity value. This is MHC class I binding data. The peptide sequence is ICWKPLPTTI. The MHC is H-2-Db with pseudo-sequence H-2-Db. The binding affinity (normalized) is 0.134.